Dataset: Full USPTO retrosynthesis dataset with 1.9M reactions from patents (1976-2016). Task: Predict the reactants needed to synthesize the given product. Given the product [Cl:1][C:2]1[CH:7]=[C:6]([O:8][CH3:9])[C:5]([CH3:10])=[CH:4][C:3]=1[C:11]1[C:12]([CH3:26])=[N:13][CH:14]=[C:15]([C:45]2([C:30]3[CH:31]=[C:32]([O:35][CH3:36])[CH:33]=[CH:34][C:29]=3[O:28][CH3:27])[CH2:39][CH2:40]2)[N:16]=1, predict the reactants needed to synthesize it. The reactants are: [Cl:1][C:2]1[CH:7]=[C:6]([O:8][CH3:9])[C:5]([CH3:10])=[CH:4][C:3]=1[C:11]1[N:16]=[C:15](N2C3C=CC=CC=3N=N2)[CH:14]=[N:13][C:12]=1[CH3:26].[CH3:27][O:28][C:29]1[CH:34]=[CH:33][C:32]([O:35][CH3:36])=[CH:31][C:30]=1[Mg]Br.[C:39]1([CH3:45])C=CC=C[CH:40]=1.